Dataset: Full USPTO retrosynthesis dataset with 1.9M reactions from patents (1976-2016). Task: Predict the reactants needed to synthesize the given product. (1) Given the product [N:34]1([C:40]2[N:41]=[C:42]([CH2:47][C:48]([N:17]3[C:18]4[C:14](=[C:13]([N:7]5[CH2:8][CH2:9][O:10][CH2:11][CH2:12]5)[CH:21]=[CH:20][CH:19]=4)[CH2:15][CH2:16]3)=[O:49])[NH:43][C:44](=[O:46])[CH:45]=2)[CH2:39][CH2:38][O:37][CH2:36][CH2:35]1, predict the reactants needed to synthesize it. The reactants are: N1C=CC=CC=1.[N:7]1([C:13]2[CH:21]=[CH:20][CH:19]=[C:18]3[C:14]=2[CH2:15][CH2:16][NH:17]3)[CH2:12][CH2:11][O:10][CH2:9][CH2:8]1.Cl.CN(C)CCCN=C=NCC.[N:34]1([C:40]2[N:41]=[C:42]([CH2:47][C:48]([O-])=[O:49])[NH:43][C:44](=[O:46])[CH:45]=2)[CH2:39][CH2:38][O:37][CH2:36][CH2:35]1.[Na+]. (2) Given the product [N:20]1([CH2:19][CH2:18][N:1]2[CH:5]=[C:4]([C:6]3[CH:11]=[C:10]([C:12]([O:14][CH3:15])=[O:13])[CH:9]=[CH:8][N:7]=3)[N:3]=[CH:2]2)[CH2:24][CH2:23][CH2:22][CH2:21]1, predict the reactants needed to synthesize it. The reactants are: [NH:1]1[CH:5]=[C:4]([C:6]2[CH:11]=[C:10]([C:12]([O:14][CH3:15])=[O:13])[CH:9]=[CH:8][N:7]=2)[N:3]=[CH:2]1.Cl.Cl[CH2:18][CH2:19][N:20]1[CH2:24][CH2:23][CH2:22][CH2:21]1.C(=O)([O-])[O-].[Cs+].[Cs+]. (3) Given the product [F:17][C:18]1[C:26]([O:27][CH2:2][C:3]2[N:4]=[C:5]([C:9]3[CH:14]=[CH:13][C:12]([O:15][CH3:16])=[CH:11][CH:10]=3)[O:6][C:7]=2[CH3:8])=[CH:25][CH:24]=[C:23]([F:28])[C:19]=1[C:20]([NH2:22])=[O:21], predict the reactants needed to synthesize it. The reactants are: Br[CH2:2][C:3]1[N:4]=[C:5]([C:9]2[CH:14]=[CH:13][C:12]([O:15][CH3:16])=[CH:11][CH:10]=2)[O:6][C:7]=1[CH3:8].[F:17][C:18]1[C:26]([OH:27])=[CH:25][CH:24]=[C:23]([F:28])[C:19]=1[C:20]([NH2:22])=[O:21].C(=O)([O-])[O-].[K+].[K+]. (4) The reactants are: [Br:1][C:2]1[CH:11]=[CH:10][C:9]2[O:8][C@H:7]3[CH2:12][CH2:13][CH2:14][O:15][C@H:6]3[C@:5]3([C:19](=[O:20])[N:18]([CH3:21])[C:17](=O)[NH:16]3)[C:4]=2[CH:3]=1.[Br:23][C:24]1[CH:33]=[CH:32][C:31]2[O:30][C@H:29]3[CH2:34][CH2:35][CH2:36][O:37][C@H:28]3[C@@:27]3([C:41](=[O:42])[N:40]([CH3:43])[C:39](=O)[NH:38]3)[C:26]=2[CH:25]=1.COC1C=CC(P2(SP(C3C=CC(OC)=CC=3)(=S)S2)=[S:54])=CC=1. Given the product [Br:1][C:2]1[CH:11]=[CH:10][C:9]2[O:8][C@H:7]3[CH2:12][CH2:13][CH2:14][O:15][C@H:6]3[C@:5]3([C:19](=[O:20])[N:18]([CH3:21])[C:17](=[S:54])[NH:16]3)[C:4]=2[CH:3]=1.[Br:23][C:24]1[CH:33]=[CH:32][C:31]2[O:30][C@H:29]3[CH2:34][CH2:35][CH2:36][O:37][C@H:28]3[C@@:27]3([C:41](=[O:42])[N:40]([CH3:43])[C:39](=[S:54])[NH:38]3)[C:26]=2[CH:25]=1, predict the reactants needed to synthesize it. (5) Given the product [Cl:1][C:2]1[CH:7]=[CH:6][C:5]([C:8]([C:10]2[C:11]([CH3:20])=[C:12]([C:13]([OH:19])=[C:14]([CH:16]([CH3:17])[CH3:18])[CH:15]=2)[C:27]#[N:28])=[O:9])=[CH:4][CH:3]=1, predict the reactants needed to synthesize it. The reactants are: [Cl:1][C:2]1[CH:7]=[CH:6][C:5]([C:8]([C:10]2[CH:15]=[C:14]([CH:16]([CH3:18])[CH3:17])[C:13]([OH:19])=[CH:12][C:11]=2[CH3:20])=[O:9])=[CH:4][CH:3]=1.OS([O-])(=O)=O.[Na+].[CH3:27][N:28](C=O)C. (6) Given the product [N:29]1([CH2:23][C@H:20]2[CH2:21][CH2:22][C@H:17]([CH2:16][N:2]([CH3:1])[S:3]([C:6]3[CH:11]=[CH:10][C:9]([C:12]([F:15])([F:14])[F:13])=[CH:8][CH:7]=3)(=[O:5])=[O:4])[CH2:18][CH2:19]2)[CH:33]=[CH:32][N:31]=[CH:30]1, predict the reactants needed to synthesize it. The reactants are: [CH3:1][N:2]([CH2:16][C@H:17]1[CH2:22][CH2:21][C@H:20]([CH2:23]OS(C)(=O)=O)[CH2:19][CH2:18]1)[S:3]([C:6]1[CH:11]=[CH:10][C:9]([C:12]([F:15])([F:14])[F:13])=[CH:8][CH:7]=1)(=[O:5])=[O:4].[NH:29]1[CH:33]=[CH:32][N:31]=[CH:30]1.[H-].[Na+]. (7) Given the product [Br:8][C:5]1[S:4][C:3]([NH:2][C:19]([C:9]23[CH2:18][CH:13]4[CH2:12][CH:11]([CH2:17][CH:15]([CH2:14]4)[CH2:16]2)[CH2:10]3)=[O:20])=[N:7][CH:6]=1, predict the reactants needed to synthesize it. The reactants are: Br.[NH2:2][C:3]1[S:4][C:5]([Br:8])=[CH:6][N:7]=1.[C:9]12([C:19](Cl)=[O:20])[CH2:18][CH:13]3[CH2:14][CH:15]([CH2:17][CH:11]([CH2:12]3)[CH2:10]1)[CH2:16]2.C(N(CC)CC)C. (8) Given the product [F:2][C:3]1[CH:4]=[C:5]([CH:15]=[CH:16][C:17]=1[N:18]1[CH:22]=[C:21]([CH3:23])[CH:20]=[N:19]1)[O:6][CH2:7][CH:8]1[CH:13]([NH:14][S:26]([CH2:24][CH3:25])(=[O:28])=[O:27])[CH2:12][CH2:11][O:10][CH2:9]1, predict the reactants needed to synthesize it. The reactants are: Cl.[F:2][C:3]1[CH:4]=[C:5]([CH:15]=[CH:16][C:17]=1[N:18]1[CH:22]=[C:21]([CH3:23])[CH:20]=[N:19]1)[O:6][CH2:7][CH:8]1[CH:13]([NH2:14])[CH2:12][CH2:11][O:10][CH2:9]1.[CH2:24]([S:26](Cl)(=[O:28])=[O:27])[CH3:25].CO. (9) Given the product [CH3:24][C:25]([CH2:30][CH2:31][CH2:32][CH:33]([CH3:45])[CH2:34][CH2:35][CH2:36][CH:37]([CH3:44])[CH2:38][CH2:39][CH2:40][CH:41]([CH3:43])[CH3:42])=[CH:26][CH2:27][CH2:28][O:29][S:14]([C:11]1[CH:12]=[CH:13][C:8]([CH3:18])=[CH:9][CH:10]=1)(=[O:16])=[O:15], predict the reactants needed to synthesize it. The reactants are: C(N(CC)CC)C.[C:8]1([CH3:18])[CH:13]=[CH:12][C:11]([S:14](Cl)(=[O:16])=[O:15])=[CH:10][CH:9]=1.Cl.CN(C)C.[CH3:24][C:25]([CH2:30][CH2:31][CH2:32][CH:33]([CH3:45])[CH2:34][CH2:35][CH2:36][CH:37]([CH3:44])[CH2:38][CH2:39][CH2:40][CH:41]([CH3:43])[CH3:42])=[CH:26][CH2:27][CH2:28][OH:29].CN(C)CCCN. (10) Given the product [CH:12]1([NH:11][C:5]2[C:6]3[N:7]([CH:8]=[CH:9][N:10]=3)[C:2]([C:26]3[CH:27]=[C:28]4[C:32](=[CH:33][CH:34]=3)[C:31](=[O:35])[NH:30][CH2:29]4)=[CH:3][N:4]=2)[CH2:17][CH2:16][CH2:15][CH2:14][CH2:13]1, predict the reactants needed to synthesize it. The reactants are: Br[C:2]1[N:7]2[CH:8]=[CH:9][N:10]=[C:6]2[C:5]([NH:11][CH:12]2[CH2:17][CH2:16][CH2:15][CH2:14][CH2:13]2)=[N:4][CH:3]=1.CC1(C)C(C)(C)OB([C:26]2[CH:27]=[C:28]3[C:32](=[CH:33][CH:34]=2)[C:31](=[O:35])[NH:30][CH2:29]3)O1.C(=O)([O-])[O-].[Na+].[Na+].O1CCOCC1.